This data is from Reaction yield outcomes from USPTO patents with 853,638 reactions. The task is: Predict the reaction yield, written as a fraction of the theoretical maximum amount of product (1.0 means a 100% yield; for example, 0.34 means a 34% yield). (1) The reactants are N12CCCN=C1CCCCC2.Cl.[NH2:13][CH2:14][C:15]1[CH:23]=[CH:22][CH:21]=[C:20]2[C:16]=1[C:17](=[O:33])[N:18]([CH:25]1[CH2:30][CH2:29][C:28](=[O:31])[NH:27][C:26]1=[O:32])[C:19]2=[O:24].[C:34]1([N:40]=[C:41]=[O:42])[CH:39]=[CH:38][CH:37]=[CH:36][CH:35]=1. The catalyst is CC#N. The product is [O:32]=[C:26]1[CH:25]([N:18]2[C:17](=[O:33])[C:16]3[C:20](=[CH:21][CH:22]=[CH:23][C:15]=3[CH2:14][NH:13][C:41]([NH:40][C:34]3[CH:39]=[CH:38][CH:37]=[CH:36][CH:35]=3)=[O:42])[C:19]2=[O:24])[CH2:30][CH2:29][C:28](=[O:31])[NH:27]1. The yield is 0.310. (2) The reactants are [N+:1]([C:4]1[CH:12]=[C:11]2[C:7]([CH:8]=[CH:9][NH:10]2)=[CH:6][CH:5]=1)([O-:3])=[O:2].CCN(C(C)C)C(C)C.[C:22](Br)([CH3:25])([CH3:24])[CH3:23]. The catalyst is CCCC[N+](CCCC)(CCCC)CCCC.[I-].C1(C)C=CC=CC=1.[O-]S(C(F)(F)F)(=O)=O.[Zn+2].[O-]S(C(F)(F)F)(=O)=O. The yield is 0.190. The product is [C:22]([C:8]1[C:7]2[C:11](=[CH:12][C:4]([N+:1]([O-:3])=[O:2])=[CH:5][CH:6]=2)[NH:10][CH:9]=1)([CH3:25])([CH3:24])[CH3:23]. (3) The reactants are [CH3:1][O:2][C:3]1[CH:27]=[CH:26][C:6]([CH2:7][O:8][C@H:9]([CH2:15][CH2:16][CH2:17][CH2:18][CH2:19][CH2:20][CH2:21][CH2:22][CH2:23][CH2:24][CH3:25])[CH2:10][C:11]([O:13]C)=[O:12])=[CH:5][CH:4]=1.O.[OH-].[Li+].Cl. The catalyst is C1COCC1.CO.CC#N.O. The product is [CH3:1][O:2][C:3]1[CH:4]=[CH:5][C:6]([CH2:7][O:8][C@H:9]([CH2:15][CH2:16][CH2:17][CH2:18][CH2:19][CH2:20][CH2:21][CH2:22][CH2:23][CH2:24][CH3:25])[CH2:10][C:11]([OH:13])=[O:12])=[CH:26][CH:27]=1. The yield is 0.890. (4) The reactants are [N:1]1[C:8]([Cl:9])=[N:7][C:5](Cl)=[N:4][C:2]=1[Cl:3].[NH2:10][C@@H:11]1[C:19]2[C:14](=[CH:15][CH:16]=[CH:17][CH:18]=2)[CH2:13][CH2:12]1.CCN(C(C)C)C(C)C.O. The catalyst is C1COCC1. The product is [Cl:9][C:8]1[N:1]=[C:2]([Cl:3])[N:4]=[C:5]([NH:10][C@@H:11]2[C:19]3[C:14](=[CH:15][CH:16]=[CH:17][CH:18]=3)[CH2:13][CH2:12]2)[N:7]=1. The yield is 0.870. (5) The reactants are [F:1][C:2]1[CH:14]=[C:13]([N+:15]([O-])=O)[CH:12]=[CH:11][C:3]=1[CH2:4][N:5]1[CH2:10][CH2:9][O:8][CH2:7][CH2:6]1.C(O)C.O.NN. The catalyst is C1COCC1.[Ni]. The product is [F:1][C:2]1[CH:14]=[C:13]([NH2:15])[CH:12]=[CH:11][C:3]=1[CH2:4][N:5]1[CH2:10][CH2:9][O:8][CH2:7][CH2:6]1. The yield is 0.990.